From a dataset of Full USPTO retrosynthesis dataset with 1.9M reactions from patents (1976-2016). Predict the reactants needed to synthesize the given product. (1) Given the product [CH2:16]([O:23][C:24]([NH:26][C@@H:27]1[CH2:32][CH2:31][N:30]([CH2:33][CH2:34][N:7]2[C:8]3[C:3](=[C:2]([F:1])[CH:11]=[C:10]([F:12])[CH:9]=3)[CH:4]=[CH:5][C:6]2=[O:13])[CH2:29][C@@H:28]1[C:36]([O:38][CH3:39])=[O:37])=[O:25])[C:17]1[CH:18]=[CH:19][CH:20]=[CH:21][CH:22]=1, predict the reactants needed to synthesize it. The reactants are: [F:1][C:2]1[CH:11]=[C:10]([F:12])[CH:9]=[C:8]2[C:3]=1[CH:4]=[CH:5][C:6](=[O:13])[NH:7]2.[H-].[Na+].[CH2:16]([O:23][C:24]([NH:26][C@@H:27]1[CH2:32][CH2:31][N:30]([CH2:33][CH2:34]Cl)[CH2:29][C@@H:28]1[C:36]([O:38][CH3:39])=[O:37])=[O:25])[C:17]1[CH:22]=[CH:21][CH:20]=[CH:19][CH:18]=1.C(OC(=O)NC1CCN(CCN2C3C(=CC=C(F)C=3F)C=CC2=O)CC1)(C)(C)C. (2) Given the product [F:1][C:2]1[CH:7]=[CH:6][C:5]([C@@H:8]2[CH2:12][N:11]([S:13]([C:16]3[N:17]=[CH:18][N:19]([CH3:21])[CH:20]=3)(=[O:14])=[O:15])[CH2:10][C@H:9]2[CH:22]=[O:23])=[CH:4][CH:3]=1, predict the reactants needed to synthesize it. The reactants are: [F:1][C:2]1[CH:7]=[CH:6][C:5]([C@@H:8]2[CH2:12][N:11]([S:13]([C:16]3[N:17]=[CH:18][N:19]([CH3:21])[CH:20]=3)(=[O:15])=[O:14])[CH2:10][C@H:9]2[CH2:22][OH:23])=[CH:4][CH:3]=1.CC(OI1(OC(C)=O)(OC(C)=O)OC(=O)C2C1=CC=CC=2)=O. (3) Given the product [CH3:1][N:2]([C:6]1[CH:11]=[CH:10][C:9]([C:12]2[N:16]=[CH:15][N:14]([C:17]3[CH:22]=[CH:21][C:20]([O:23][C:24]([F:27])([F:25])[F:26])=[CH:19][CH:18]=3)[N:13]=2)=[CH:8][CH:7]=1)[C:3]1[S:4][C:35](=[O:39])[C:36](=[O:37])[N:5]=1, predict the reactants needed to synthesize it. The reactants are: [CH3:1][N:2]([C:6]1[CH:11]=[CH:10][C:9]([C:12]2[N:16]=[CH:15][N:14]([C:17]3[CH:22]=[CH:21][C:20]([O:23][C:24]([F:27])([F:26])[F:25])=[CH:19][CH:18]=3)[N:13]=2)=[CH:8][CH:7]=1)[C:3]([NH2:5])=[S:4].C(N(CC)CC)C.[C:35](Cl)(=[O:39])[C:36](Cl)=[O:37]. (4) The reactants are: Cl.[NH2:2][CH2:3][CH2:4][C:5]([OH:7])=O.[Cl:8][C:9]1[CH:10]=[C:11]([CH:25]=[CH:26][C:27]=1[Cl:28])[CH2:12][C:13]1[CH:14]=[N:15][C:16]2[N:17]([N:19]=[CH:20][C:21]=2[C:22]([OH:24])=O)[CH:18]=1.C([N:31](CC)CC)C.CN(C(ON1N=NC2C=CC=CC1=2)=[N+](C)C)C.[B-](F)(F)(F)F. Given the product [NH2:31][C:5](=[O:7])[CH2:4][CH2:3][NH:2][C:22]([C:21]1[CH:20]=[N:19][N:17]2[CH:18]=[C:13]([CH2:12][C:11]3[CH:25]=[CH:26][C:27]([Cl:28])=[C:9]([Cl:8])[CH:10]=3)[CH:14]=[N:15][C:16]=12)=[O:24], predict the reactants needed to synthesize it. (5) Given the product [CH3:16][N:13]1[N:12]=[C:11]([C:8]2[CH:7]=[CH:6][C:5]([CH:4]=[O:3])=[CH:10][N:9]=2)[CH:15]=[N:14]1, predict the reactants needed to synthesize it. The reactants are: C([O:3][CH:4](OCC)[C:5]1[CH:6]=[CH:7][C:8]([C:11]2[CH:15]=[N:14][N:13]([CH3:16])[N:12]=2)=[N:9][CH:10]=1)C.Cl.C(=O)(O)[O-].[Na+]. (6) Given the product [Br:1][C:2]1[CH:7]=[CH:6][C:5]([CH2:8][C:9]([NH:17][CH3:16])=[O:11])=[CH:4][CH:3]=1, predict the reactants needed to synthesize it. The reactants are: [Br:1][C:2]1[CH:7]=[CH:6][C:5]([CH2:8][C:9]([OH:11])=O)=[CH:4][CH:3]=1.O=S(Cl)Cl.[CH3:16][N:17](C=O)C.CN.